From a dataset of Catalyst prediction with 721,799 reactions and 888 catalyst types from USPTO. Predict which catalyst facilitates the given reaction. (1) Reactant: [C:1]1([NH:7][C:8]2[CH:20]=[CH:19][C:11]([C:12]([NH:14][CH2:15][C:16]([OH:18])=O)=[O:13])=[CH:10][CH:9]=2)[CH:6]=[CH:5][CH:4]=[CH:3][CH:2]=1.CCN(C(C)C)C(C)C.C1C=CC2N(O)N=NC=2C=1.CCN=C=NCCCN(C)C.Cl.Cl.[CH3:53][N:54]([CH:65]1[CH2:70][CH2:69][NH:68][CH2:67][CH2:66]1)[C:55]1[CH:60]=[CH:59][CH:58]=[CH:57][C:56]=1[C:61]([F:64])([F:63])[F:62]. Product: [CH3:53][N:54]([C:55]1[CH:60]=[CH:59][CH:58]=[CH:57][C:56]=1[C:61]([F:64])([F:62])[F:63])[CH:65]1[CH2:70][CH2:69][N:68]([C:16](=[O:18])[CH2:15][NH:14][C:12](=[O:13])[C:11]2[CH:10]=[CH:9][C:8]([NH:7][C:1]3[CH:2]=[CH:3][CH:4]=[CH:5][CH:6]=3)=[CH:20][CH:19]=2)[CH2:67][CH2:66]1. The catalyst class is: 18. (2) Reactant: [Li+].CC([N-]C(C)C)C.[F:9][C:10]1[CH:15]=[CH:14][CH:13]=[C:12]([F:16])[N:11]=1.[CH3:17][O:18][C:19]([C@H:21]1[CH2:26][CH2:25][CH2:24][C:23](=[O:27])[N:22]1[C:28]([O:30][C:31]([CH3:34])([CH3:33])[CH3:32])=[O:29])=[O:20].[Cl-].[NH4+]. Product: [C:31]([O:30][C:28]([NH:22][C@H:21]([CH2:26][CH2:25][CH2:24][C:23]([C:15]1[C:10]([F:9])=[N:11][C:12]([F:16])=[CH:13][CH:14]=1)=[O:27])[C:19]([O:18][CH3:17])=[O:20])=[O:29])([CH3:34])([CH3:33])[CH3:32]. The catalyst class is: 56. (3) Reactant: [F:1][C:2]1[CH:26]=[CH:25][CH:24]=[C:23]([F:27])[C:3]=1[C:4]([NH:6][C:7](=[O:22])[N:8]([C:10]1[CH:15]=[CH:14][C:13]([S:16][C:17]([F:20])([F:19])[F:18])=[CH:12][C:11]=1[F:21])[CH3:9])=[O:5].[H-].[Na+].[C:30](Cl)(=[O:39])[O:31][CH2:32][C:33]1[CH:38]=[CH:37][CH:36]=[CH:35][CH:34]=1. Product: [CH2:32]([O:31][C:30]([N:6]([C:4](=[O:5])[C:3]1[C:23]([F:27])=[CH:24][CH:25]=[CH:26][C:2]=1[F:1])[C:7]([N:8]([C:10]1[CH:15]=[CH:14][C:13]([S:16][C:17]([F:20])([F:19])[F:18])=[CH:12][C:11]=1[F:21])[CH3:9])=[O:22])=[O:39])[C:33]1[CH:38]=[CH:37][CH:36]=[CH:35][CH:34]=1. The catalyst class is: 60. (4) Reactant: Cl[CH2:2][CH2:3][O:4][CH2:5][CH2:6][OH:7].[NH:8]1[CH2:13][CH2:12][O:11][CH2:10][CH2:9]1.C(=O)([O-])[O-].[K+].[K+]. Product: [O:11]1[CH2:12][CH2:13][N:8]([CH2:2][CH2:3][O:4][CH2:5][CH2:6][OH:7])[CH2:9][CH2:10]1. The catalyst class is: 10. (5) Reactant: [Cl:1][C:2]1[CH:7]=[C:6]([N+:8]([O-:10])=[O:9])[C:5](F)=[CH:4][C:3]=1[CH3:12].[NH2:13][CH:14]1[CH2:19][CH2:18][N:17]([C:20]([O:22][C:23]([CH3:26])([CH3:25])[CH3:24])=[O:21])[CH2:16][CH2:15]1.C(N(C(C)C)CC)(C)C. Product: [Cl:1][C:2]1[C:3]([CH3:12])=[CH:4][C:5]([NH:13][CH:14]2[CH2:15][CH2:16][N:17]([C:20]([O:22][C:23]([CH3:26])([CH3:25])[CH3:24])=[O:21])[CH2:18][CH2:19]2)=[C:6]([N+:8]([O-:10])=[O:9])[CH:7]=1. The catalyst class is: 9.